Dataset: Forward reaction prediction with 1.9M reactions from USPTO patents (1976-2016). Task: Predict the product of the given reaction. (1) Given the reactants [NH:1]1[CH2:5][CH2:4][CH2:3][CH2:2]1.[C:6]([O:10][CH3:11])(=[O:9])[CH:7]=[CH2:8], predict the reaction product. The product is: [N:1]1([CH2:8][CH2:7][C:6]([O:10][CH3:11])=[O:9])[CH2:5][CH2:4][CH2:3][CH2:2]1. (2) Given the reactants [Br:1][C:2]1[C:13]2[C:5](=[CH:6][C:7]([C:16]3[CH:21]=[CH:20][CH:19]=[CH:18][C:17]=3[Cl:22])=[C:8]3[C:12]=2[C:11](=[O:14])[NH:10][C:9]3=[O:15])[N:4]([CH3:23])[C:3]=1[CH2:24][OH:25].B(F)(F)F.[CH3:30][CH2:31][O:32]CC, predict the reaction product. The product is: [Br:1][C:2]1[C:13]2[C:5](=[CH:6][C:7]([C:16]3[CH:21]=[CH:20][CH:19]=[CH:18][C:17]=3[Cl:22])=[C:8]3[C:12]=2[C:11](=[O:14])[NH:10][C:9]3=[O:15])[N:4]([CH3:23])[C:3]=1[CH2:24][O:25][CH2:30][CH2:31][OH:32]. (3) Given the reactants Cl[C:2]1[CH:7]=[C:6]([NH:8][C:9]2[N:14]=[CH:13][N:12]=[C:11]([NH:15]C(C3CC3)=O)[CH:10]=2)[C:5](=[O:21])[N:4]2[C:22]([C:27]3[CH:32]=C[CH:30]=[C:29](F)[CH:28]=3)([CH3:26])[NH:23][C:24](=[O:25])[C:3]=12.C(OC(OC(C)(C)C)=O)(OC(C)(C)C)=O, predict the reaction product. The product is: [NH2:15][C:11]1[N:12]=[CH:13][N:14]=[C:9]([NH:8][C:6]2[C:5](=[O:21])[N:4]3[C:22]([CH:27]4[CH2:32][CH2:30][CH2:29][CH2:28]4)([CH3:26])[NH:23][C:24](=[O:25])[C:3]3=[CH:2][CH:7]=2)[CH:10]=1. (4) Given the reactants C(OC([N:11]1[CH2:16][CH2:15][CH:14]([C:17](=[O:34])[NH:18][C:19]2[CH:24]=[C:23]([C:25]3[CH:30]=[C:29]([F:31])[CH:28]=[CH:27][C:26]=3[O:32][CH3:33])[N:22]=[CH:21][N:20]=2)[CH2:13][CH2:12]1)=O)C1C=CC=CC=1, predict the reaction product. The product is: [F:31][C:29]1[CH:28]=[CH:27][C:26]([O:32][CH3:33])=[C:25]([C:23]2[N:22]=[CH:21][N:20]=[C:19]([NH:18][C:17]([CH:14]3[CH2:15][CH2:16][NH:11][CH2:12][CH2:13]3)=[O:34])[CH:24]=2)[CH:30]=1. (5) Given the reactants [NH:1]1[C:9]2[C:4](=[CH:5][C:6]([OH:10])=[CH:7][CH:8]=2)[CH:3]=[N:2]1.N1C=CN=C1.[Si:16](Cl)([C:19]([CH3:22])([CH3:21])[CH3:20])([CH3:18])[CH3:17].O, predict the reaction product. The product is: [Si:16]([O:10][C:6]1[CH:5]=[C:4]2[C:9](=[CH:8][CH:7]=1)[NH:1][N:2]=[CH:3]2)([C:19]([CH3:22])([CH3:21])[CH3:20])([CH3:18])[CH3:17]. (6) Given the reactants CCN(C(C)C)C(C)C.C1C(Cl)=CC2N(O)N=NC=2C=1.CC(C)N=C=NC(C)C.[NH:30]([C:35]([O:37][CH2:38][CH:39]1[C:51]2[C:46](=[CH:47][CH:48]=[CH:49][CH:50]=2)[C:45]2[C:40]1=[CH:41][CH:42]=[CH:43][CH:44]=2)=[O:36])[CH2:31][C:32]([OH:34])=[O:33].[NH2:52][C:53]1[CH:66]=[C:65]2[C:60]([N:61]=[CH:62][CH:63]=[CH:64]2)=[C:59]2[C:54]=1[CH:55]=[CH:56][CH:57]=[N:58]2, predict the reaction product. The product is: [NH:30]([C:35]([O:37][CH2:38][CH:39]1[C:40]2[C:45](=[CH:44][CH:43]=[CH:42][CH:41]=2)[C:46]2[C:51]1=[CH:50][CH:49]=[CH:48][CH:47]=2)=[O:36])[CH2:31][C:32]([OH:34])=[O:33].[NH2:52][C:53]1[CH:66]=[C:65]2[C:60]([N:61]=[CH:62][CH:63]=[CH:64]2)=[C:59]2[C:54]=1[CH:55]=[CH:56][CH:57]=[N:58]2. (7) Given the reactants [Cl:1][C:2]1[C:7]([C:8]2[CH:13]=[CH:12][CH:11]=[C:10]([CH2:14][CH3:15])[CH:9]=2)=[C:6]([C:16]([OH:30])([C@@H:24]2[CH2:29][CH2:28][CH2:27][NH:26][CH2:25]2)[CH2:17][CH2:18][CH2:19][NH:20][C:21](=[O:23])[CH3:22])[CH:5]=[CH:4][CH:3]=1.[C:31]([O:35][C:36]([N:38]([CH2:40][C:41]1[CH:49]=[CH:48][C:44]([C:45](O)=[O:46])=[CH:43][CH:42]=1)[CH3:39])=[O:37])([CH3:34])([CH3:33])[CH3:32].CCN(C(C)C)C(C)C.CN(C(ON1N=NC2C=CC=CC1=2)=[N+](C)C)C.F[P-](F)(F)(F)(F)F, predict the reaction product. The product is: [C:21]([NH:20][CH2:19][CH2:18][CH2:17][C:16]([C@@H:24]1[CH2:29][CH2:28][CH2:27][N:26]([C:45]([C:44]2[CH:43]=[CH:42][C:41]([CH2:40][N:38]([CH3:39])[C:36](=[O:37])[O:35][C:31]([CH3:32])([CH3:33])[CH3:34])=[CH:49][CH:48]=2)=[O:46])[CH2:25]1)([C:6]1[CH:5]=[CH:4][CH:3]=[C:2]([Cl:1])[C:7]=1[C:8]1[CH:13]=[CH:12][CH:11]=[C:10]([CH2:14][CH3:15])[CH:9]=1)[OH:30])(=[O:23])[CH3:22]. (8) Given the reactants [CH3:1][O:2][C:3]1[C:8]2[N:9]=[C:10]([CH2:12][O:13][CH3:14])[NH:11][C:7]=2[C:6]([C:15]([O:17]C)=[O:16])=[CH:5][CH:4]=1.[OH-].[Na+], predict the reaction product. The product is: [CH3:1][O:2][C:3]1[C:8]2[N:9]=[C:10]([CH2:12][O:13][CH3:14])[NH:11][C:7]=2[C:6]([C:15]([OH:17])=[O:16])=[CH:5][CH:4]=1.